This data is from Full USPTO retrosynthesis dataset with 1.9M reactions from patents (1976-2016). The task is: Predict the reactants needed to synthesize the given product. Given the product [Br:3][C:4]1[C:11]([O:12][C:16]2[CH:21]=[CH:20][C:19]([N+:22]([O-:24])=[O:23])=[CH:18][CH:17]=2)=[C:10]([O:13][CH3:14])[CH:9]=[CH:8][C:5]=1[CH:6]=[O:7], predict the reactants needed to synthesize it. The reactants are: [F-].[K+].[Br:3][C:4]1[C:11]([OH:12])=[C:10]([O:13][CH3:14])[CH:9]=[CH:8][C:5]=1[CH:6]=[O:7].F[C:16]1[CH:21]=[CH:20][C:19]([N+:22]([O-:24])=[O:23])=[CH:18][CH:17]=1.O.